From a dataset of Forward reaction prediction with 1.9M reactions from USPTO patents (1976-2016). Predict the product of the given reaction. (1) Given the reactants [CH2:1]([O:3][C:4]([C:6]1[C:7]([CH2:25][CH3:26])=[N:8][C:9]([NH:13][CH2:14][CH2:15][CH2:16][C:17]2[CH:22]=[CH:21][CH:20]=[C:19]([O:23]C)[CH:18]=2)=[N:10][C:11]=1[CH3:12])=[O:5])[CH3:2].B(Br)(Br)Br.C(Cl)Cl, predict the reaction product. The product is: [CH2:1]([O:3][C:4]([C:6]1[C:7]([CH2:25][CH3:26])=[N:8][C:9]([NH:13][CH2:14][CH2:15][CH2:16][C:17]2[CH:22]=[CH:21][CH:20]=[C:19]([OH:23])[CH:18]=2)=[N:10][C:11]=1[CH3:12])=[O:5])[CH3:2]. (2) Given the reactants [Mg].[F:2][C:3]1[CH:4]=[C:5]([CH:8]=[CH:9][CH:10]=1)[CH2:6]Cl.[CH3:11][N:12]([CH3:25])[C:13]1(C#N)[CH2:22][CH2:21][C:16]2([O:20][CH2:19][CH2:18][O:17]2)[CH2:15][CH2:14]1.[Cl-].[NH4+], predict the reaction product. The product is: [F:2][C:3]1[CH:4]=[C:5]([CH:8]=[CH:9][CH:10]=1)[CH2:6][C:13]1([N:12]([CH3:25])[CH3:11])[CH2:22][CH2:21][C:16]2([O:20][CH2:19][CH2:18][O:17]2)[CH2:15][CH2:14]1.